From a dataset of Peptide-MHC class I binding affinity with 185,985 pairs from IEDB/IMGT. Regression. Given a peptide amino acid sequence and an MHC pseudo amino acid sequence, predict their binding affinity value. This is MHC class I binding data. (1) The peptide sequence is TVASAQIHL. The MHC is HLA-A02:01 with pseudo-sequence HLA-A02:01. The binding affinity (normalized) is 0.256. (2) The peptide sequence is GLLPSLLLLL. The MHC is HLA-A02:02 with pseudo-sequence HLA-A02:02. The binding affinity (normalized) is 0.897.